This data is from Catalyst prediction with 721,799 reactions and 888 catalyst types from USPTO. The task is: Predict which catalyst facilitates the given reaction. (1) Reactant: [CH3:1][O:2][C:3]([C:5]1[C:14]2[CH2:13][CH2:12][CH2:11][CH2:10][C:9]=2[CH:8]=[CH:7][C:6]=1[N:15]=C(C1C=CC=CC=1)C1C=CC=CC=1)=[O:4].Cl. Product: [CH3:1][O:2][C:3]([C:5]1[C:14]2[CH2:13][CH2:12][CH2:11][CH2:10][C:9]=2[CH:8]=[CH:7][C:6]=1[NH2:15])=[O:4]. The catalyst class is: 1. (2) Reactant: [CH2:1]([Sn](CCCC)(CCCC)C=C)[CH2:2]CC.Br[C:17]1[CH:25]=[CH:24][CH:23]=[C:22]2[C:18]=1[C:19]([CH3:35])=[CH:20][N:21]2[S:26]([C:29]1[CH:34]=[CH:33][CH:32]=[CH:31][CH:30]=1)(=[O:28])=[O:27]. Product: [CH3:35][C:19]1[C:18]2[C:22](=[CH:23][CH:24]=[CH:25][C:17]=2[CH:1]=[CH2:2])[N:21]([S:26]([C:29]2[CH:34]=[CH:33][CH:32]=[CH:31][CH:30]=2)(=[O:28])=[O:27])[CH:20]=1. The catalyst class is: 23. (3) The catalyst class is: 45. Reactant: C(O)C.[N+:4]([C:7]1[N:8]=[C:9]([CH:12]([C:20]2[CH:25]=[CH:24][CH:23]=[CH:22][CH:21]=2)[C:13]([N:15]2[CH2:19][CH2:18][CH2:17][CH2:16]2)=[O:14])[NH:10][CH:11]=1)([O-])=O.C(OCC)C.C(Cl)[Cl:32]. Product: [ClH:32].[ClH:32].[NH2:4][C:7]1[N:8]=[C:9]([CH:12]([C:20]2[CH:25]=[CH:24][CH:23]=[CH:22][CH:21]=2)[C:13]([N:15]2[CH2:16][CH2:17][CH2:18][CH2:19]2)=[O:14])[NH:10][CH:11]=1.